Dataset: Reaction yield outcomes from USPTO patents with 853,638 reactions. Task: Predict the reaction yield, written as a fraction of the theoretical maximum amount of product (1.0 means a 100% yield; for example, 0.34 means a 34% yield). (1) The reactants are [F:1][C:2]([C:5]1[CH:6]=[C:7]([CH:9]=[CH:10][CH:11]=1)[NH2:8])([F:4])[CH3:3].[Cl:12][CH2:13][CH2:14][NH:15][CH2:16][CH2:17]Cl.C(OCC)C. The catalyst is ClC1C=CC=CC=1. The product is [ClH:12].[F:1][C:2]([C:5]1[CH:6]=[C:7]([N:8]2[CH2:17][CH2:16][NH:15][CH2:14][CH2:13]2)[CH:9]=[CH:10][CH:11]=1)([F:4])[CH3:3]. The yield is 0.900. (2) The reactants are CN1C=CN=C1.[CH:7]1([CH2:12][C@H:13]([CH2:24][N:25]([CH:34]=[O:35])[O:26][CH2:27][C:28]2[CH:33]=[CH:32][CH:31]=[CH:30][CH:29]=2)[C:14]([N:16]2[C@H:20]([C:21]([OH:23])=O)[CH2:19][CH:18]=[N:17]2)=[O:15])[CH2:11][CH2:10][CH2:9][CH2:8]1.S(Cl)(C)(=O)=O.[N:41]1[CH:46]=[CH:45][C:44]([NH2:47])=[N:43][CH:42]=1. The catalyst is CN(C)C=O. The product is [CH:7]1([CH2:12][C@H:13]([CH2:24][N:25]([CH:34]=[O:35])[O:26][CH2:27][C:28]2[CH:29]=[CH:30][CH:31]=[CH:32][CH:33]=2)[C:14]([N:16]2[C@H:20]([C:21]([NH:47][C:44]3[CH:45]=[CH:46][N:41]=[CH:42][N:43]=3)=[O:23])[CH2:19][CH:18]=[N:17]2)=[O:15])[CH2:11][CH2:10][CH2:9][CH2:8]1. The yield is 0.640. (3) The reactants are [NH2:1][CH2:2][C:3]1[CH:4]=[C:5]([C:9]2[CH:10]=[C:11]([NH:18][C:19]3[CH:24]=[CH:23][CH:22]=[C:21]([N:25]4[CH2:29][CH2:28][CH2:27][C@@H:26]4[CH3:30])[N:20]=3)[C:12]3[N:13]([N:15]=[CH:16][N:17]=3)[CH:14]=2)[CH:6]=[CH:7][CH:8]=1.O=[C:32]1[CH2:37][CH2:36][N:35]([C:38]([O:40][C:41]([CH3:44])([CH3:43])[CH3:42])=[O:39])[CH2:34][CH2:33]1.C(O[BH-](OC(=O)C)OC(=O)C)(=O)C.[Na+].CC(O)=O. The catalyst is C(Cl)Cl. The product is [CH3:30][C@H:26]1[CH2:27][CH2:28][CH2:29][N:25]1[C:21]1[N:20]=[C:19]([NH:18][C:11]2[C:12]3[N:13]([N:15]=[CH:16][N:17]=3)[CH:14]=[C:9]([C:5]3[CH:4]=[C:3]([CH:8]=[CH:7][CH:6]=3)[CH2:2][NH:1][CH:32]3[CH2:37][CH2:36][N:35]([C:38]([O:40][C:41]([CH3:44])([CH3:43])[CH3:42])=[O:39])[CH2:34][CH2:33]3)[CH:10]=2)[CH:24]=[CH:23][CH:22]=1. The yield is 0.590. (4) The reactants are C1([C:4]2[NH:8][N:7]=[C:6]([NH:9][C:10]3[C:18]([F:19])=[CH:17][C:13]([C:14]([NH2:16])=O)=[C:12](N[C@H](C4C=CC(F)=CC=4)C)[N:11]=3)[CH:5]=2)CC1.[F:30][C:31]1[CH:36]=[CH:35][C:34]([C@@H:37]([NH2:39])[CH3:38])=[CH:33][CH:32]=1.CCN(C(C)C)[CH:43]([CH3:45])[CH3:44].CCCC[OH:53]. No catalyst specified. The product is [F:19][C:18]1[C:10]([NH:9][C:6]2[CH:5]=[C:4]([O:53][CH:43]([CH3:45])[CH3:44])[NH:8][N:7]=2)=[N:11][C:12]([NH:39][C@H:37]([C:34]2[CH:35]=[CH:36][C:31]([F:30])=[CH:32][CH:33]=2)[CH3:38])=[C:13]([CH:17]=1)[C:14]#[N:16]. The yield is 0.480. (5) The reactants are ClC1C=CC2SC=C(CN3CCN(C4SC(C(O)=O)=C(C)N=4)C3=O)C=2C=1.[F:27][C:28]1[CH:49]=[CH:48][C:31]([CH2:32][N:33]2[CH2:37][CH2:36][N:35]([C:38]3[S:39][C:40]([C:44]([OH:46])=O)=[C:41]([CH3:43])[N:42]=3)[C:34]2=[O:47])=[CH:30][CH:29]=1.[N:50]1[CH:55]=[CH:54][CH:53]=[C:52]([CH2:56][NH2:57])[N:51]=1. No catalyst specified. The product is [F:27][C:28]1[CH:29]=[CH:30][C:31]([CH2:32][N:33]2[CH2:37][CH2:36][N:35]([C:38]3[S:39][C:40]([C:44]([NH:57][CH2:56][C:52]4[N:51]=[N:50][CH:55]=[CH:54][CH:53]=4)=[O:46])=[C:41]([CH3:43])[N:42]=3)[C:34]2=[O:47])=[CH:48][CH:49]=1. The yield is 0.520.